From a dataset of NCI-60 drug combinations with 297,098 pairs across 59 cell lines. Regression. Given two drug SMILES strings and cell line genomic features, predict the synergy score measuring deviation from expected non-interaction effect. (1) Drug 1: CC12CCC(CC1=CCC3C2CCC4(C3CC=C4C5=CN=CC=C5)C)O. Drug 2: CC1C(C(CC(O1)OC2CC(OC(C2O)C)OC3=CC4=CC5=C(C(=O)C(C(C5)C(C(=O)C(C(C)O)O)OC)OC6CC(C(C(O6)C)O)OC7CC(C(C(O7)C)O)OC8CC(C(C(O8)C)O)(C)O)C(=C4C(=C3C)O)O)O)O. Cell line: MCF7. Synergy scores: CSS=20.5, Synergy_ZIP=21.1, Synergy_Bliss=24.1, Synergy_Loewe=23.0, Synergy_HSA=23.2. (2) Drug 1: CC1=C(C(CCC1)(C)C)C=CC(=CC=CC(=CC(=O)O)C)C. Drug 2: CN(C(=O)NC(C=O)C(C(C(CO)O)O)O)N=O. Cell line: CCRF-CEM. Synergy scores: CSS=6.34, Synergy_ZIP=-3.40, Synergy_Bliss=-5.99, Synergy_Loewe=0.723, Synergy_HSA=-5.21. (3) Synergy scores: CSS=14.1, Synergy_ZIP=-0.676, Synergy_Bliss=-3.12, Synergy_Loewe=-34.2, Synergy_HSA=-4.04. Cell line: OVCAR-8. Drug 2: CC(C)NC(=O)C1=CC=C(C=C1)CNNC.Cl. Drug 1: C1=NC2=C(N1)C(=S)N=C(N2)N. (4) Drug 1: CC1=CC=C(C=C1)C2=CC(=NN2C3=CC=C(C=C3)S(=O)(=O)N)C(F)(F)F. Drug 2: C1CC(C1)(C(=O)O)C(=O)O.[NH2-].[NH2-].[Pt+2]. Cell line: M14. Synergy scores: CSS=7.16, Synergy_ZIP=0.920, Synergy_Bliss=5.47, Synergy_Loewe=1.53, Synergy_HSA=1.79. (5) Drug 1: C1CC(=O)NC(=O)C1N2CC3=C(C2=O)C=CC=C3N. Drug 2: CC(C)NC(=O)C1=CC=C(C=C1)CNNC.Cl. Cell line: UACC-257. Synergy scores: CSS=-0.287, Synergy_ZIP=2.91, Synergy_Bliss=2.96, Synergy_Loewe=-0.540, Synergy_HSA=-1.12. (6) Drug 1: CN(C)N=NC1=C(NC=N1)C(=O)N. Drug 2: CN1C(=O)N2C=NC(=C2N=N1)C(=O)N. Cell line: HOP-92. Synergy scores: CSS=5.39, Synergy_ZIP=-2.61, Synergy_Bliss=-3.67, Synergy_Loewe=-6.40, Synergy_HSA=-2.93. (7) Drug 1: CC(CN1CC(=O)NC(=O)C1)N2CC(=O)NC(=O)C2. Drug 2: CC1C(C(CC(O1)OC2CC(CC3=C2C(=C4C(=C3O)C(=O)C5=C(C4=O)C(=CC=C5)OC)O)(C(=O)CO)O)N)O.Cl. Cell line: HS 578T. Synergy scores: CSS=43.9, Synergy_ZIP=-1.37, Synergy_Bliss=-0.366, Synergy_Loewe=-15.6, Synergy_HSA=1.82. (8) Drug 1: CCC(=C(C1=CC=CC=C1)C2=CC=C(C=C2)OCCN(C)C)C3=CC=CC=C3.C(C(=O)O)C(CC(=O)O)(C(=O)O)O. Drug 2: CC(C)NC(=O)C1=CC=C(C=C1)CNNC.Cl. Cell line: NCI-H322M. Synergy scores: CSS=-1.60, Synergy_ZIP=0.844, Synergy_Bliss=-0.00879, Synergy_Loewe=-1.33, Synergy_HSA=-1.65.